This data is from Reaction yield outcomes from USPTO patents with 853,638 reactions. The task is: Predict the reaction yield, written as a fraction of the theoretical maximum amount of product (1.0 means a 100% yield; for example, 0.34 means a 34% yield). (1) The reactants are [NH2:1][C:2]1[C:3]2[C:10]([C:11]3[CH:16]=[CH:15][C:14]([O:17][C:18]4[CH:23]=[CH:22][CH:21]=[CH:20][CH:19]=4)=[CH:13][CH:12]=3)=[CH:9][N:8]([C@@H:24]3[CH2:29][CH2:28][CH2:27][N:26](C(OC(C)(C)C)=O)[CH2:25]3)[C:4]=2[N:5]=[CH:6][N:7]=1.C(O)(C(F)(F)F)=O. The product is [O:17]([C:14]1[CH:13]=[CH:12][C:11]([C:10]2[C:3]3[C:2]([NH2:1])=[N:7][CH:6]=[N:5][C:4]=3[N:8]([C@@H:24]3[CH2:29][CH2:28][CH2:27][NH:26][CH2:25]3)[CH:9]=2)=[CH:16][CH:15]=1)[C:18]1[CH:23]=[CH:22][CH:21]=[CH:20][CH:19]=1. The catalyst is C(Cl)Cl. The yield is 0.830. (2) The reactants are [C:1]1([CH:7]([C:20]2[CH:25]=[CH:24][CH:23]=[CH:22][CH:21]=2)[O:8][CH:9]2[CH2:14][CH2:13][N:12](C(OCC)=O)[CH2:11][CH2:10]2)[CH:6]=[CH:5][CH:4]=[CH:3][CH:2]=1.[OH-].[Na+]. The catalyst is C(O)C.O.C(OCC)(=O)C. The product is [C:20]1([CH:7]([C:1]2[CH:2]=[CH:3][CH:4]=[CH:5][CH:6]=2)[O:8][CH:9]2[CH2:14][CH2:13][NH:12][CH2:11][CH2:10]2)[CH:21]=[CH:22][CH:23]=[CH:24][CH:25]=1. The yield is 0.875.